From a dataset of Peptide-MHC class II binding affinity with 134,281 pairs from IEDB. Regression. Given a peptide amino acid sequence and an MHC pseudo amino acid sequence, predict their binding affinity value. This is MHC class II binding data. (1) The peptide sequence is PATPAAPGAGYTPAT. The MHC is DRB1_1501 with pseudo-sequence DRB1_1501. The binding affinity (normalized) is 0. (2) The MHC is DRB1_0405 with pseudo-sequence DRB1_0405. The binding affinity (normalized) is 0.366. The peptide sequence is YDYFLANVSTVLTGK. (3) The peptide sequence is QARLYDQQIWEKFGH. The MHC is DRB1_0101 with pseudo-sequence DRB1_0101. The binding affinity (normalized) is 0.178.